From a dataset of Full USPTO retrosynthesis dataset with 1.9M reactions from patents (1976-2016). Predict the reactants needed to synthesize the given product. Given the product [OH:4][C:5]1[CH:6]=[CH:7][CH:8]=[C:9]2[C:14]=1[N:13]=[C:12]([CH3:15])[N:11]=[C:10]2[C:16]1[CH:17]=[CH:18][CH:19]=[CH:20][CH:21]=1, predict the reactants needed to synthesize it. The reactants are: C([O:4][C:5]1[CH:6]=[CH:7][CH:8]=[C:9]2[C:14]=1[N:13]=[C:12]([CH3:15])[N:11]=[C:10]2[C:16]1[CH:21]=[CH:20][CH:19]=[CH:18][CH:17]=1)(C)C.B(Cl)(Cl)Cl.CO.